This data is from Reaction yield outcomes from USPTO patents with 853,638 reactions. The task is: Predict the reaction yield, written as a fraction of the theoretical maximum amount of product (1.0 means a 100% yield; for example, 0.34 means a 34% yield). (1) The reactants are [CH:1]([S:4]([N:7]1[C:11]2[CH:12]=[C:13]([C:16]3[N:17]=[C:18]([C:27]4[CH:32]=[CH:31][C:30]([N+:33]([O-])=O)=[CH:29][CH:28]=4)[NH:19][C:20]=3[C:21]3[CH:26]=[CH:25][CH:24]=[CH:23][CH:22]=3)[CH:14]=[CH:15][C:10]=2[N:9]=[C:8]1[NH2:36])(=[O:6])=[O:5])([CH3:3])[CH3:2].[H][H]. The catalyst is [Pd].CO. The product is [CH:1]([S:4]([N:7]1[C:11]2[CH:12]=[C:13]([C:16]3[N:17]=[C:18]([C:27]4[CH:28]=[CH:29][C:30]([NH2:33])=[CH:31][CH:32]=4)[NH:19][C:20]=3[C:21]3[CH:26]=[CH:25][CH:24]=[CH:23][CH:22]=3)[CH:14]=[CH:15][C:10]=2[N:9]=[C:8]1[NH2:36])(=[O:5])=[O:6])([CH3:3])[CH3:2]. The yield is 0.280. (2) The reactants are [CH2:1]([O:4][C:5]1[CH:32]=[CH:31][CH:30]=[CH:29][C:6]=1[CH2:7][N:8]1[CH:12]=[C:11]([C:13]2[CH:28]=[C:16]3[N:17]=[C:18]([CH3:27])[C:19]([CH2:22][C:23]([O:25][CH3:26])=[O:24])=[C:20](O)[N:15]3[N:14]=2)[CH:10]=[N:9]1)[CH:2]=[CH2:3].CN(C)C1C=CC=CC=1.O=P(Cl)(Cl)[Cl:44]. No catalyst specified. The product is [CH2:1]([O:4][C:5]1[CH:32]=[CH:31][CH:30]=[CH:29][C:6]=1[CH2:7][N:8]1[CH:12]=[C:11]([C:13]2[CH:28]=[C:16]3[N:17]=[C:18]([CH3:27])[C:19]([CH2:22][C:23]([O:25][CH3:26])=[O:24])=[C:20]([Cl:44])[N:15]3[N:14]=2)[CH:10]=[N:9]1)[CH:2]=[CH2:3]. The yield is 0.630. (3) The reactants are [C:1]([NH2:10])(=[O:9])[C:2]1[C:3](=[CH:5][CH:6]=[CH:7][CH:8]=1)[NH2:4].N1C=CC=CC=1.[C:17](Cl)(=[O:19])[CH3:18]. The catalyst is C(Cl)(Cl)Cl. The product is [C:17]([NH:4][C:3]1[CH:5]=[CH:6][CH:7]=[CH:8][C:2]=1[C:1]([NH2:10])=[O:9])(=[O:19])[CH3:18]. The yield is 0.540. (4) The reactants are [F:1][C:2]1[CH:11]=[C:10]([N+:12]([O-])=O)[C:9]([O:15][CH3:16])=[CH:8][C:3]=1[C:4]([O:6][CH3:7])=[O:5]. The catalyst is CO.[Pd]. The product is [NH2:12][C:10]1[C:9]([O:15][CH3:16])=[CH:8][C:3]([C:4]([O:6][CH3:7])=[O:5])=[C:2]([F:1])[CH:11]=1. The yield is 0.970. (5) The reactants are [S:1]1[N:5]=[CH:4][C:3]([NH:6][C:7](=[O:13])[O:8][C:9]([CH3:12])([CH3:11])[CH3:10])=[N:2]1.[H-].[Na+].CS(O[CH2:21][C@@H:22]1[O:26][C:25](=[O:27])[N:24]([C:28]2[CH:33]=[CH:32][C:31]([I:34])=[C:30]([F:35])[CH:29]=2)[CH2:23]1)(=O)=O. The catalyst is CN(C=O)C. The product is [F:35][C:30]1[CH:29]=[C:28]([N:24]2[CH2:23][C@H:22]([CH2:21][N:6]([C:3]3[CH:4]=[N:5][S:1][N:2]=3)[C:7](=[O:13])[O:8][C:9]([CH3:10])([CH3:12])[CH3:11])[O:26][C:25]2=[O:27])[CH:33]=[CH:32][C:31]=1[I:34]. The yield is 0.590. (6) The product is [CH:1]([N:5]1[C:13]2[CH:12]=[C:11]([Cl:14])[N:10]=[CH:9][C:8]=2[C:7]([N:21]2[CH2:22][C:19]3([CH2:16][O:17][CH2:18]3)[CH2:20]2)=[N:6]1)([CH2:3][CH3:4])[CH3:2]. The catalyst is C([O-])(=O)C.[Pd+2].C([O-])(=O)C.O1CCOCC1. The yield is 0.200. The reactants are [CH:1]([N:5]1[C:13]2[CH:12]=[C:11]([Cl:14])[N:10]=[CH:9][C:8]=2[C:7](I)=[N:6]1)([CH2:3][CH3:4])[CH3:2].[CH2:16]1[C:19]2([CH2:22][NH:21][CH2:20]2)[CH2:18][O:17]1.C(=O)([O-])[O-].[Cs+].[Cs+].C1(P(C2C=CC=CC=2)C2C3OC4C(=CC=CC=4P(C4C=CC=CC=4)C4C=CC=CC=4)C(C)(C)C=3C=CC=2)C=CC=CC=1.